Dataset: Full USPTO retrosynthesis dataset with 1.9M reactions from patents (1976-2016). Task: Predict the reactants needed to synthesize the given product. (1) Given the product [Br:10][C:9]1[C:5]2[CH:4]=[N:3][CH:2]=[N:1][C:6]=2[NH:7][CH:8]=1, predict the reactants needed to synthesize it. The reactants are: [N:1]1[C:6]2[NH:7][CH:8]=[CH:9][C:5]=2[CH:4]=[N:3][CH:2]=1.[Br:10]Br. (2) The reactants are: P([O-])([O-])([O-])=O.[K+].[K+].[K+].Br[C:10]1[CH:15]=[CH:14][C:13]([CH3:16])=[CH:12][N:11]=1.[OH:17][CH2:18][C:19]1[CH:20]=[C:21](B(O)O)[CH:22]=[CH:23][CH:24]=1. Given the product [CH3:16][C:13]1[CH:14]=[CH:15][C:10]([C:23]2[CH:24]=[C:19]([CH2:18][OH:17])[CH:20]=[CH:21][CH:22]=2)=[N:11][CH:12]=1, predict the reactants needed to synthesize it. (3) Given the product [Cl:35][C:30]1[CH:31]=[CH:32][CH:33]=[CH:34][C:29]=1[CH2:28][N:17]([S:18]([C:21]1[CH:22]=[CH:23][C:24]([F:27])=[CH:25][CH:26]=1)(=[O:19])=[O:20])[C:15]1[CH:14]=[CH:13][C:12]2[N:8]([CH2:7][C:6]([OH:39])=[O:5])[C:9]([CH2:36][CH2:37][CH3:38])=[N:10][C:11]=2[CH:16]=1, predict the reactants needed to synthesize it. The reactants are: C([O:5][C:6](=[O:39])[CH2:7][N:8]1[C:12]2[CH:13]=[CH:14][C:15]([N:17]([CH2:28][C:29]3[CH:34]=[CH:33][CH:32]=[CH:31][C:30]=3[Cl:35])[S:18]([C:21]3[CH:26]=[CH:25][C:24]([F:27])=[CH:23][CH:22]=3)(=[O:20])=[O:19])=[CH:16][C:11]=2[N:10]=[C:9]1[CH2:36][CH2:37][CH3:38])(C)(C)C.C(O)(C(F)(F)F)=O. (4) Given the product [Cl:1][C:2]1[C:3]([CH3:11])=[C:4]([CH:8]=[CH:9][CH:10]=1)[CH2:5][OH:6], predict the reactants needed to synthesize it. The reactants are: [Cl:1][C:2]1[C:3]([CH3:11])=[C:4]([CH:8]=[CH:9][CH:10]=1)[C:5](O)=[O:6].Cl. (5) The reactants are: Br[C:2]1[C:6]2=[N:7][CH:8]=[CH:9][C:10]([Cl:11])=[C:5]2[S:4][CH:3]=1.[F:12][C:13]1[CH:18]=[C:17]([F:19])[CH:16]=[CH:15][C:14]=1B(O)O.O1CCOCC1.[O-]P([O-])([O-])=O.[K+].[K+].[K+]. Given the product [Cl:11][C:10]1[CH:9]=[CH:8][N:7]=[C:6]2[C:2]([C:16]3[CH:15]=[CH:14][C:13]([F:12])=[CH:18][C:17]=3[F:19])=[CH:3][S:4][C:5]=12, predict the reactants needed to synthesize it. (6) Given the product [Cl:1][C:2]1[N:10]=[C:9]2[C:5]([N:6]=[CH:7][NH:8]2)=[C:4]([NH:18][C:17]2[CH:19]=[CH:20][CH:21]=[C:15]([N+:12]([O-:14])=[O:13])[CH:16]=2)[N:3]=1, predict the reactants needed to synthesize it. The reactants are: [Cl:1][C:2]1[N:10]=[C:9]2[C:5]([N:6]=[CH:7][NH:8]2)=[C:4](Cl)[N:3]=1.[N+:12]([C:15]1[CH:16]=[C:17]([CH:19]=[CH:20][CH:21]=1)[NH2:18])([O-:14])=[O:13]. (7) Given the product [Br:17][CH2:18][CH2:19][O:10][C:9]1[CH:8]=[CH:7][C:4]([C:5]#[N:6])=[CH:3][C:2]=1[F:1], predict the reactants needed to synthesize it. The reactants are: [F:1][C:2]1[CH:3]=[C:4]([CH:7]=[CH:8][C:9]=1[OH:10])[C:5]#[N:6].C([O-])([O-])=O.[K+].[K+].[Br:17][CH2:18][CH2:19]Br. (8) The reactants are: [F:1][C:2]1[CH:7]=[CH:6][CH:5]=[CH:4][C:3]=1[C@:8]12[CH2:17][CH2:16][C@@H:15](O)[CH2:14][C@H:13]1[CH2:12][S:11][C:10]([NH:19][C:20](=[O:26])[O:21][C:22]([CH3:25])([CH3:24])[CH3:23])=[N:9]2.[F:27]C(F)(S(F)(=O)=O)C(F)(F)C(F)(F)C(F)(F)F.C(N(CC)CC)C. Given the product [F:27][C@H:15]1[CH2:16][CH2:17][C@:8]2([C:3]3[CH:4]=[CH:5][CH:6]=[CH:7][C:2]=3[F:1])[N:9]=[C:10]([NH:19][C:20](=[O:26])[O:21][C:22]([CH3:25])([CH3:24])[CH3:23])[S:11][CH2:12][C@@H:13]2[CH2:14]1, predict the reactants needed to synthesize it.